From a dataset of Reaction yield outcomes from USPTO patents with 853,638 reactions. Predict the reaction yield, written as a fraction of the theoretical maximum amount of product (1.0 means a 100% yield; for example, 0.34 means a 34% yield). (1) The reactants are [CH:1]([N:4]1[C:8]([C:9]2[CH:14]=[C:13]([N+:15]([O-:17])=[O:16])[CH:12]=[CH:11][C:10]=2[O:18][CH3:19])=[CH:7][CH:6]=[N:5]1)([CH3:3])[CH3:2].C1C(=O)N([Cl:27])C(=O)C1. The catalyst is CN(C=O)C. The product is [Cl:27][C:7]1[CH:6]=[N:5][N:4]([CH:1]([CH3:3])[CH3:2])[C:8]=1[C:9]1[CH:14]=[C:13]([N+:15]([O-:17])=[O:16])[CH:12]=[CH:11][C:10]=1[O:18][CH3:19]. The yield is 0.970. (2) The reactants are C(O[CH:4](OCC)[CH2:5][N:6]([CH3:8])[CH3:7])C.Cl.[OH-].[K+].[Br:15][C:16]1[CH:17]=[C:18]([NH:23][C:24]2[C:25]3[CH:33]=[C:32]([NH:34][C:35](=[O:45])[CH2:36]P(=O)(OCC)OCC)[N:31]=[CH:30][C:26]=3[N:27]=[CH:28][N:29]=2)[CH:19]=[CH:20][C:21]=1[Cl:22].[Li+].[Cl-]. The catalyst is O.C(Cl)Cl.CO.CC(N(C)C)=O.C1COCC1. The product is [Br:15][C:16]1[CH:17]=[C:18]([CH:19]=[CH:20][C:21]=1[Cl:22])[NH:23][C:24]1[C:25]2[CH:33]=[C:32]([NH:34][C:35](=[O:45])/[CH:36]=[CH:4]/[CH2:5][N:6]([CH3:7])[CH3:8])[N:31]=[CH:30][C:26]=2[N:27]=[CH:28][N:29]=1. The yield is 0.980. (3) The reactants are [F:1][CH:2]([F:28])[C:3]1[N:8]=[CH:7][C:6]([CH2:9][O:10][C:11]2[CH:25]=[CH:24][C:14]([CH2:15][NH:16]C(=O)OC(C)(C)C)=[CH:13][C:12]=2[O:26][CH3:27])=[CH:5][CH:4]=1.FC(F)(F)C(O)=O. The catalyst is ClCCl. The product is [F:28][CH:2]([F:1])[C:3]1[N:8]=[CH:7][C:6]([CH2:9][O:10][C:11]2[CH:25]=[CH:24][C:14]([CH2:15][NH2:16])=[CH:13][C:12]=2[O:26][CH3:27])=[CH:5][CH:4]=1. The yield is 0.830. (4) The reactants are Br[C:2]1[CH:3]=[C:4]([CH:6]=[CH:7][CH:8]=1)[NH2:5].C(O)C.C1(C)C=CC=CC=1.[N:19]1[CH:24]=[CH:23][CH:22]=[C:21](B(O)O)[CH:20]=1.C(=O)([O-])[O-].[Na+].[Na+]. The catalyst is O.C1C=CC([P]([Pd]([P](C2C=CC=CC=2)(C2C=CC=CC=2)C2C=CC=CC=2)([P](C2C=CC=CC=2)(C2C=CC=CC=2)C2C=CC=CC=2)[P](C2C=CC=CC=2)(C2C=CC=CC=2)C2C=CC=CC=2)(C2C=CC=CC=2)C2C=CC=CC=2)=CC=1. The product is [N:19]1[CH:24]=[CH:23][CH:22]=[C:21]([C:2]2[CH:3]=[C:4]([NH2:5])[CH:6]=[CH:7][CH:8]=2)[CH:20]=1. The yield is 0.680. (5) The reactants are C(NC(C)C)(C)C.C([Li])CCC.[CH3:13][S:14]([C:17]1[CH:22]=[CH:21][C:20]([CH2:23][C:24]([OH:26])=[O:25])=[CH:19][CH:18]=1)(=[O:16])=[O:15].I[CH2:28][CH:29]1[CH2:33][CH2:32][CH2:31][CH2:30]1. The catalyst is O1CCCC1.CN1CCCN(C)C1=O. The product is [CH:29]1([CH2:28][CH:23]([C:20]2[CH:19]=[CH:18][C:17]([S:14]([CH3:13])(=[O:15])=[O:16])=[CH:22][CH:21]=2)[C:24]([OH:26])=[O:25])[CH2:33][CH2:32][CH2:31][CH2:30]1. The yield is 0.520. (6) The reactants are [C:1]([N:8]([CH2:21][CH2:22][C:23]#[CH:24])[S:9]([CH2:12][C:13]1[CH:18]=[CH:17][C:16]([Cl:19])=[C:15]([Cl:20])[CH:14]=1)(=[O:11])=[O:10])([O:3][C:4]([CH3:7])([CH3:6])[CH3:5])=[O:2].[CH:25]([NH:38][C:39]1[CH:44]=[CH:43][C:42]([Cl:45])=[CH:41][C:40]=1I)([C:32]1[CH:37]=[CH:36][CH:35]=[CH:34][CH:33]=1)[C:26]1[CH:31]=[CH:30][CH:29]=[CH:28][CH:27]=1.C(N(CC)CC)C. The catalyst is Cl[Pd](Cl)([P](C1C=CC=CC=1)(C1C=CC=CC=1)C1C=CC=CC=1)[P](C1C=CC=CC=1)(C1C=CC=CC=1)C1C=CC=CC=1.[Cu]I.CN(C=O)C. The product is [C:4]([O:3][C:1]([N:8]([CH2:21][CH2:22][C:23]#[C:24][C:40]1[CH:41]=[C:42]([Cl:45])[CH:43]=[CH:44][C:39]=1[NH:38][CH:25]([C:32]1[CH:33]=[CH:34][CH:35]=[CH:36][CH:37]=1)[C:26]1[CH:31]=[CH:30][CH:29]=[CH:28][CH:27]=1)[S:9]([CH2:12][C:13]1[CH:18]=[CH:17][C:16]([Cl:19])=[C:15]([Cl:20])[CH:14]=1)(=[O:11])=[O:10])=[O:2])([CH3:7])([CH3:6])[CH3:5]. The yield is 0.940. (7) The reactants are [NH2:1][C:2]1[C:3]([O:26][CH3:27])=[CH:4][C:5]2[CH2:11][N:10]([CH2:12][C:13]([N:15]([CH3:17])[CH3:16])=[O:14])[CH2:9][C:8](=[O:18])[N:7]([CH2:19][C:20](=[O:24])[N:21]([CH3:23])[CH3:22])[C:6]=2[CH:25]=1.Cl[C:29]1[N:34]=[C:33]([NH:35][C:36]2[CH:41]=[CH:40][CH:39]=[CH:38][C:37]=2[S:42]([N:45]([CH3:47])[CH3:46])(=[O:44])=[O:43])[C:32]([Cl:48])=[CH:31][N:30]=1.C12(CS(O)(=O)=O)C(C)(C)C(CC1)CC2=O. The catalyst is C(O)(C)C. The product is [Cl:48][C:32]1[C:33]([NH:35][C:36]2[CH:41]=[CH:40][CH:39]=[CH:38][C:37]=2[S:42](=[O:44])(=[O:43])[N:45]([CH3:46])[CH3:47])=[N:34][C:29]([NH:1][C:2]2[C:3]([O:26][CH3:27])=[CH:4][C:5]3[CH2:11][N:10]([CH2:12][C:13]([N:15]([CH3:17])[CH3:16])=[O:14])[CH2:9][C:8](=[O:18])[N:7]([CH2:19][C:20](=[O:24])[N:21]([CH3:22])[CH3:23])[C:6]=3[CH:25]=2)=[N:30][CH:31]=1. The yield is 0.290. (8) The reactants are [N-:1]=[N+:2]=[N-:3].[Na+].[NH4+].[Cl-].C(OC([N:14]1[CH2:19][CH2:18][CH:17]([O:20][C:21]2[C:22]([C:31]#[N:32])=[C:23]3[C:28](=[CH:29][CH:30]=2)[CH:27]=[N:26][CH:25]=[CH:24]3)[CH2:16][CH2:15]1)=O)(C)(C)C.ClCCl. The catalyst is CN(C=O)C. The product is [NH:14]1[CH2:19][CH2:18][CH:17]([O:20][C:21]2[C:22]([C:31]3[NH:32][N:3]=[N:2][N:1]=3)=[C:23]3[C:28](=[CH:29][CH:30]=2)[CH:27]=[N:26][CH:25]=[CH:24]3)[CH2:16][CH2:15]1. The yield is 0.0800. (9) The product is [NH2:22][C:6]1[CH:5]=[CH:4][C:3]([N:2]([CH3:1])[C:25]([NH:27][CH:28]([CH3:29])[CH3:30])=[O:26])=[CH:8][C:7]=1[NH:9][C:10](=[O:21])[CH2:11][C:12]1[CH:13]=[CH:14][C:15]([O:18][CH2:19][CH3:20])=[CH:16][CH:17]=1. The yield is 0.990. The reactants are [CH3:1][N:2]([C:25]([NH:27][CH:28]([CH3:30])[CH3:29])=[O:26])[C:3]1[CH:4]=[CH:5][C:6]([N+:22]([O-])=O)=[C:7]([NH:9][C:10](=[O:21])[CH2:11][C:12]2[CH:17]=[CH:16][C:15]([O:18][CH2:19][CH3:20])=[CH:14][CH:13]=2)[CH:8]=1. The catalyst is CCOC(C)=O.[Pd]. (10) The reactants are [C:1]([CH2:4][N:5]1[C:9]([NH:10][C:11]([NH:13][C:14]2[CH:19]=[CH:18][CH:17]=[C:16]([Cl:20])[C:15]=2[Cl:21])=[O:12])=[CH:8][C:7]([C:22]([CH3:25])([CH3:24])[CH3:23])=[N:6]1)(O)=[O:2].C(OC(CN1C(NC(NC2C=CC=C(Cl)C=2Cl)=O)=CC(C(C)(C)C)=N1)=O)C.[OH-].[Na+].Cl. The catalyst is CCO.CCOC(C)=O. The product is [OH:2][CH2:1][CH2:4][N:5]1[C:9]([NH:10][C:11]([NH:13][C:14]2[CH:19]=[CH:18][CH:17]=[C:16]([Cl:20])[C:15]=2[Cl:21])=[O:12])=[CH:8][C:7]([C:22]([CH3:25])([CH3:24])[CH3:23])=[N:6]1. The yield is 0.890.